This data is from CYP2C19 inhibition data for predicting drug metabolism from PubChem BioAssay. The task is: Regression/Classification. Given a drug SMILES string, predict its absorption, distribution, metabolism, or excretion properties. Task type varies by dataset: regression for continuous measurements (e.g., permeability, clearance, half-life) or binary classification for categorical outcomes (e.g., BBB penetration, CYP inhibition). Dataset: cyp2c19_veith. (1) The drug is O=C1CC(=Nc2ccccc2)NN1c1ccccc1. The result is 1 (inhibitor). (2) The molecule is COc1ccc2[nH]cc(CCNc3nc(-c4ccoc4)nc4ccccc34)c2c1. The result is 1 (inhibitor). (3) The drug is CC(=O)NN1C(=O)c2ccc(Oc3ccc([N+](=O)[O-])cc3)cc2C1=O. The result is 0 (non-inhibitor). (4) The molecule is O=C(N/N=C/c1ccc(OCc2ccccc2)cc1)c1cccs1. The result is 1 (inhibitor). (5) The drug is C[C@@H](Cc1ccccc1)[C@@H](C)N. The result is 0 (non-inhibitor). (6) The molecule is O=C1/C(=C/c2ccccc2)[C@@H](NC2CCCCC2)c2ccccc21. The result is 1 (inhibitor).